Task: Predict the reactants needed to synthesize the given product.. Dataset: Full USPTO retrosynthesis dataset with 1.9M reactions from patents (1976-2016) Given the product [CH3:6][C:2]1[NH:1][CH:5]=[CH:4][N:3]=1.[CH3:15][O:17][C:18]([Cl:19])=[O:7], predict the reactants needed to synthesize it. The reactants are: [NH+:1]1[CH:5]=[CH:4][NH:3][CH:2]=1.[CH:6](OC)=[O:7].[NH+]1C=CNC=1.[CH:15]([O:17][CH2:18][Cl:19])=O.